Task: Predict the product of the given reaction.. Dataset: Forward reaction prediction with 1.9M reactions from USPTO patents (1976-2016) (1) Given the reactants [Cl:1][C:2]1[CH:3]=[C:4]([C:9]2(O)[CH2:14][CH2:13][N:12](C(OC(C)(C)C)=O)[CH2:11][CH2:10]2)[CH:5]=[CH:6][C:7]=1[Cl:8], predict the reaction product. The product is: [Cl:1][C:2]1[CH:3]=[C:4]([C:9]2[CH2:14][CH2:13][NH:12][CH2:11][CH:10]=2)[CH:5]=[CH:6][C:7]=1[Cl:8]. (2) Given the reactants Cl.[NH2:2][C@H:3]([C:8]1[CH:13]=[CH:12][C:11]([OH:14])=[CH:10][CH:9]=1)[C:4]([O:6][CH3:7])=[O:5].O1CCOCC1.C(N(CC)CC)C.[C:28]([O:32][C:33](O[C:33]([O:32][C:28]([CH3:31])([CH3:30])[CH3:29])=[O:34])=[O:34])([CH3:31])([CH3:30])[CH3:29], predict the reaction product. The product is: [C:28]([O:32][C:33]([NH:2][C@H:3]([C:8]1[CH:9]=[CH:10][C:11]([OH:14])=[CH:12][CH:13]=1)[C:4]([O:6][CH3:7])=[O:5])=[O:34])([CH3:31])([CH3:30])[CH3:29].